From a dataset of Experimentally validated miRNA-target interactions with 360,000+ pairs, plus equal number of negative samples. Binary Classification. Given a miRNA mature sequence and a target amino acid sequence, predict their likelihood of interaction. (1) The miRNA is mmu-miR-541-5p with sequence AAGGGAUUCUGAUGUUGGUCACACU. The protein sequence of the target gene is MLKKFDKKDEESGGGSNPLQHLEKSAVLQEARVFNETPINPRKCAHILTKILYLINQGEHLGTTEATEAFFAMTKLFQSNDPTLRRMCYLTIKEMSCIAEDVIIVTSSLTKDMTGKEDNYRGPAVRALCQITDSTMLQAVERYMKQAIVDKVPSVSSSALVSSLHLLKCSFDVVKRWVNEAQEAASSDNIMVQYHALGLLYHVRKNDRLAVSKMISKFTRHGLKSPFAYCMMIRVASKQLEEEDGSRDSPLFDFIESCLRNKHEMVVYEAASAIVNLPGCSAKELAPAVSVLQLFCSSPK.... Result: 1 (interaction). (2) The miRNA is hsa-miR-3922-5p with sequence UCAAGGCCAGAGGUCCCACAGCA. The protein sequence of the target gene is MGKTFSQLGSWREDENKSILSSKPAIGSKAVNYSSTGSSKSFCSCVPCEGTADASFVTCPTCQGSGKIPQELEKQLVALIPYGDQRLKPKHTKLFVFLAVLICLVTSSFIVFFLFPRSVIVQPAGLNSSTVAFDEADIYLNITNILNISNGNYYPIMVTQLTLEVLHLSLVVGQVSNNLLLHIGPLASEQMFYAVATKIRDENTYKICTWLEIKVHHVLLHIQGTLTCSYLSHSEQLVFQSYEYVDCRGNASVPHQLTPHPP. Result: 0 (no interaction). (3) The miRNA is hsa-miR-153-5p with sequence UCAUUUUUGUGAUGUUGCAGCU. The protein sequence of the target gene is MLLRISVLFLLLGSCGALFGKRQKCEQITIPLCKGIGYNMTSFPNSYGHEKQEEAGLEVHQFYPLVEVGCFQHLKFFLCTMYTPICQENYDKPILPCMELCVEARSKCSPIMAKYGFRWPETLSCEALPKMSDQMSTGNICAAPPDTPKKQHKGHHHKNQNQNQNQNHNYSPDGPEVGISKIDNEVIAGPSECQCTCNQPFQFVASEKSKVGNVTNCAYSCHSPALAESHSLVSNWMAFWSITCCVLASFTFLTFLIETDRFQYPERPIFMLAFCQLMVAVGFMIRYFVGHEEIACDSMR.... Result: 0 (no interaction). (4) The miRNA is hsa-miR-942-5p with sequence UCUUCUCUGUUUUGGCCAUGUG. The protein sequence of the target gene is MRIFAGIIFTACCHLLRAFTITAPKDLYVVEYGSNVTMECRFPVERELDLLALVVYWEKEDEQVIQFVAGEEDLKPQHSNFRGRASLPKDQLLKGNAALQITDVKLQDAGVYCCIISYGGADYKRITLKVNAPYRKINQRISVDPATSEHELICQAEGYPEAEVIWTNSDHQPVSGKRSVTTSRTEGMLLNVTSSLRVNATANDVFYCTFWRSQPGQNHTAELIIPELPATHPPQNRTHWVLLGSILLFLIVVSTVLLFLRKQVRMLDVEKCGVEDTSSKNRNDTQFEET. Result: 0 (no interaction). (5) The miRNA is hsa-miR-335-5p with sequence UCAAGAGCAAUAACGAAAAAUGU. The protein sequence of the target gene is MVNLESMHTDIKMSGDVADSTDARSTLSQVEPGNDRNGLDFNRQIKTEDLSDSLQQTLSHRPCHLSQGPAMMSGNQMSGLNASPCQDMASLHPLQQLVLVPGHLQSVSQFLLSQTQPGQQGLQPNLLPFPQQQSGLLLPQTGPGLASQAFGHPGLPGSSLEPHLEASQHLPVPKHLPSSGGADEPSDLEELEKFAKTFKQRRIKLGFTQGDVGLAMGKLYGNDFSQTTISRFEALNLSFKNMCKLKPLLEKWLNDAESSPSDPSVSTPSSYPSLSEVFGRKRKKRTSIETNIRLTLEKRF.... Result: 1 (interaction).